From a dataset of NCI-60 drug combinations with 297,098 pairs across 59 cell lines. Regression. Given two drug SMILES strings and cell line genomic features, predict the synergy score measuring deviation from expected non-interaction effect. (1) Drug 1: CCC1=CC2CC(C3=C(CN(C2)C1)C4=CC=CC=C4N3)(C5=C(C=C6C(=C5)C78CCN9C7C(C=CC9)(C(C(C8N6C)(C(=O)OC)O)OC(=O)C)CC)OC)C(=O)OC.C(C(C(=O)O)O)(C(=O)O)O. Drug 2: CC(CN1CC(=O)NC(=O)C1)N2CC(=O)NC(=O)C2. Cell line: BT-549. Synergy scores: CSS=54.3, Synergy_ZIP=-0.208, Synergy_Bliss=0.611, Synergy_Loewe=-15.1, Synergy_HSA=3.06. (2) Drug 1: CC1=CC2C(CCC3(C2CCC3(C(=O)C)OC(=O)C)C)C4(C1=CC(=O)CC4)C. Drug 2: CNC(=O)C1=NC=CC(=C1)OC2=CC=C(C=C2)NC(=O)NC3=CC(=C(C=C3)Cl)C(F)(F)F. Cell line: MOLT-4. Synergy scores: CSS=50.3, Synergy_ZIP=6.02, Synergy_Bliss=6.18, Synergy_Loewe=-7.06, Synergy_HSA=7.67. (3) Drug 1: C1=CN(C=N1)CC(O)(P(=O)(O)O)P(=O)(O)O. Drug 2: CN(C(=O)NC(C=O)C(C(C(CO)O)O)O)N=O. Cell line: T-47D. Synergy scores: CSS=-1.57, Synergy_ZIP=3.52, Synergy_Bliss=4.57, Synergy_Loewe=0.904, Synergy_HSA=1.12. (4) Drug 1: COC1=CC(=CC(=C1O)OC)C2C3C(COC3=O)C(C4=CC5=C(C=C24)OCO5)OC6C(C(C7C(O6)COC(O7)C8=CC=CS8)O)O. Drug 2: C1=CC(=CC=C1CCCC(=O)O)N(CCCl)CCCl. Cell line: NCI/ADR-RES. Synergy scores: CSS=17.5, Synergy_ZIP=-7.51, Synergy_Bliss=-1.46, Synergy_Loewe=-2.47, Synergy_HSA=-1.51. (5) Drug 1: CC1OCC2C(O1)C(C(C(O2)OC3C4COC(=O)C4C(C5=CC6=C(C=C35)OCO6)C7=CC(=C(C(=C7)OC)O)OC)O)O. Drug 2: CCC1=C2CN3C(=CC4=C(C3=O)COC(=O)C4(CC)O)C2=NC5=C1C=C(C=C5)O. Cell line: A498. Synergy scores: CSS=31.9, Synergy_ZIP=-10.8, Synergy_Bliss=-2.87, Synergy_Loewe=-0.108, Synergy_HSA=2.13.